From a dataset of Reaction yield outcomes from USPTO patents with 853,638 reactions. Predict the reaction yield, written as a fraction of the theoretical maximum amount of product (1.0 means a 100% yield; for example, 0.34 means a 34% yield). The reactants are C[N:2](C)[CH:3]=[CH:4][C:5]([C:7]1[N:15]2[C:10]([CH:11]=[CH:12][CH:13]=[CH:14]2)=[CH:9][C:8]=1[C:16]([O:18][CH2:19][CH3:20])=[O:17])=O.O.[NH2:23]N. The catalyst is C(O)C. The product is [NH:2]1[CH:3]=[CH:4][C:5]([C:7]2[N:15]3[C:10]([CH:11]=[CH:12][CH:13]=[CH:14]3)=[CH:9][C:8]=2[C:16]([O:18][CH2:19][CH3:20])=[O:17])=[N:23]1. The yield is 0.830.